This data is from Full USPTO retrosynthesis dataset with 1.9M reactions from patents (1976-2016). The task is: Predict the reactants needed to synthesize the given product. Given the product [C:15]([O:14][C:12](=[O:13])[NH:1][CH:2]([C:5]1[CH:10]=[CH:9][C:8]([F:11])=[CH:7][CH:6]=1)[CH2:3][OH:4])([CH3:18])([CH3:17])[CH3:16], predict the reactants needed to synthesize it. The reactants are: [NH2:1][CH:2]([C:5]1[CH:10]=[CH:9][C:8]([F:11])=[CH:7][CH:6]=1)[CH2:3][OH:4].[C:12](O[C:12]([O:14][C:15]([CH3:18])([CH3:17])[CH3:16])=[O:13])([O:14][C:15]([CH3:18])([CH3:17])[CH3:16])=[O:13].